This data is from Full USPTO retrosynthesis dataset with 1.9M reactions from patents (1976-2016). The task is: Predict the reactants needed to synthesize the given product. The reactants are: C([O:4][C:5]1[CH:10]=[CH:9][CH:8]=[CH:7][C:6]=1[C:11]([NH:13][C:14]1[CH:19]=[CH:18][C:17]([Cl:20])=[CH:16][C:15]=1[CH2:21]Br)=[O:12])(=O)C.[C:23]1(=[O:33])[NH:27][C:26](=[O:28])[C:25]2=[CH:29][CH:30]=[CH:31][CH:32]=[C:24]12.C([O-])([O-])=O.[K+].[K+]. Given the product [Cl:20][C:17]1[CH:18]=[CH:19][C:14]([NH:13][C:11](=[O:12])[C:6]2[CH:7]=[CH:8][CH:9]=[CH:10][C:5]=2[OH:4])=[C:15]([CH2:21][N:27]2[C:23](=[O:33])[C:24]3[C:25](=[CH:29][CH:30]=[CH:31][CH:32]=3)[C:26]2=[O:28])[CH:16]=1, predict the reactants needed to synthesize it.